Dataset: Catalyst prediction with 721,799 reactions and 888 catalyst types from USPTO. Task: Predict which catalyst facilitates the given reaction. (1) Reactant: [Cl:1][C:2]1[C:7]([NH2:8])=[C:6]([NH:9][CH2:10][CH2:11][O:12][C:13]2[CH:18]=[CH:17][CH:16]=[CH:15][CH:14]=2)[C:5]([CH3:19])=[C:4]([CH3:20])[N:3]=1.[C:21](OCC)(OCC)(OCC)[CH3:22].C1(C)C=CC=CC=1.Cl.N1C=CC=CC=1. Product: [Cl:1][C:2]1[C:7]2[N:8]=[C:21]([CH3:22])[N:9]([CH2:10][CH2:11][O:12][C:13]3[CH:18]=[CH:17][CH:16]=[CH:15][CH:14]=3)[C:6]=2[C:5]([CH3:19])=[C:4]([CH3:20])[N:3]=1. The catalyst class is: 5. (2) Reactant: C(OC([N:8]1[CH2:11][CH:10]([NH:12][C:13]2[CH:14]=[C:15]3[C:24](=[CH:25][C:26]=2[F:27])[O:23][CH2:22][C:21]2[N:16]3[CH:17]([CH3:29])[C:18](=[O:28])[NH:19][N:20]=2)[CH2:9]1)=O)(C)(C)C.[ClH:30]. Product: [ClH:30].[NH:8]1[CH2:9][CH:10]([NH:12][C:13]2[CH:14]=[C:15]3[C:24](=[CH:25][C:26]=2[F:27])[O:23][CH2:22][C:21]2[N:16]3[CH:17]([CH3:29])[C:18](=[O:28])[NH:19][N:20]=2)[CH2:11]1. The catalyst class is: 25. (3) Reactant: [Si]([O:8][C:9]1([C:12]2[CH:31]=[CH:30][C:15]([N:16]=C(C3C=CC=CC=3)C3C=CC=CC=3)=[CH:14][C:13]=2[F:32])[CH2:11][CH2:10]1)(C(C)(C)C)(C)C.Cl. Product: [NH2:16][C:15]1[CH:30]=[CH:31][C:12]([C:9]2([OH:8])[CH2:10][CH2:11]2)=[C:13]([F:32])[CH:14]=1. The catalyst class is: 1. (4) Reactant: [Br:1][C:2]1[C:7](I)=[C:6]([Cl:9])[CH:5]=[CH:4][N:3]=1.[CH2:10]([C:12]1[CH:13]=[C:14](B(O)O)[CH:15]=[CH:16][CH:17]=1)[CH3:11]. Product: [Br:1][C:2]1[C:7]([C:16]2[CH:15]=[CH:14][CH:13]=[C:12]([CH2:10][CH3:11])[CH:17]=2)=[C:6]([Cl:9])[CH:5]=[CH:4][N:3]=1. The catalyst class is: 708. (5) Reactant: [OH-].[Li+].[CH3:3][N:4]([CH3:19])[C:5]1[CH:6]=[CH:7][C:8]2[N:9]([CH:11]=[C:12]([C:14]([O:16]CC)=[O:15])[N:13]=2)[CH:10]=1.Cl. Product: [CH3:3][N:4]([CH3:19])[C:5]1[CH:6]=[CH:7][C:8]2[N:9]([CH:11]=[C:12]([C:14]([OH:16])=[O:15])[N:13]=2)[CH:10]=1. The catalyst class is: 83. (6) Reactant: [CH:1]1([O:4][C:5]2[CH:6]=[C:7]([C:15]3[N:24](COCC[Si](C)(C)C)[C:18]4[CH:19]=[N:20][NH:21][C:22](=[O:23])[C:17]=4[C:16]=3[CH2:33][O:34][CH2:35][CH3:36])[CH:8]=[CH:9][C:10]=2[O:11][CH:12]([F:14])[F:13])[CH2:3][CH2:2]1.C1(OC2C=C(C3N(COCC[Si](C)(C)C)C4C=NNC(=O)C=4C=3)C=CC=2OC(F)F)CC1. Product: [CH:1]1([O:4][C:5]2[CH:6]=[C:7]([C:15]3[NH:24][C:18]4[CH:19]=[N:20][NH:21][C:22](=[O:23])[C:17]=4[C:16]=3[CH2:33][O:34][CH2:35][CH3:36])[CH:8]=[CH:9][C:10]=2[O:11][CH:12]([F:13])[F:14])[CH2:2][CH2:3]1. The catalyst class is: 6. (7) Reactant: [Cl:1][C:2]1[CH:10]=[CH:9][C:5]([C:6](O)=[O:7])=[C:4]([O:11][CH3:12])[CH:3]=1.CC(COC(Cl)=O)C.[BH4-].[Na+].O. Product: [Cl:1][C:2]1[CH:10]=[CH:9][C:5]([CH2:6][OH:7])=[C:4]([O:11][CH3:12])[CH:3]=1. The catalyst class is: 20. (8) Reactant: N(C(OCC)=O)=NC(OCC)=O.[CH3:13][N:14]([CH2:16][CH2:17][C@@H:18]1[CH2:27][CH2:26][C:25]2[C:20](=[CH:21][CH:22]=[C:23]([OH:28])[CH:24]=2)[CH2:19]1)[CH3:15].[CH3:29][O:30][C:31]1[CH:47]=[CH:46][C:34]([C:35]([O:37][C:38]2[CH:43]=[CH:42][C:41]([CH2:44]O)=[CH:40][CH:39]=2)=[O:36])=[CH:33][CH:32]=1.C1(P(C2C=CC=CC=2)C2C=CC=CC=2)C=CC=CC=1. Product: [CH3:13][N:14]([CH2:16][CH2:17][C@@H:18]1[CH2:27][CH2:26][C:25]2[C:20](=[CH:21][CH:22]=[C:23]([O:28][CH2:44][C:41]3[CH:40]=[CH:39][C:38]([O:37][C:35]([C:34]4[CH:33]=[CH:32][C:31]([O:30][CH3:29])=[CH:47][CH:46]=4)=[O:36])=[CH:43][CH:42]=3)[CH:24]=2)[CH2:19]1)[CH3:15]. The catalyst class is: 1. (9) Reactant: [Cl:1][C:2]1[CH:10]=[C:9]2[C:5]([CH:6]=[N:7][N:8]2[CH2:11][CH2:12][CH2:13][C:14]([O:16]CC)=[O:15])=[CH:4][C:3]=1[C:19]1[N:23]=[C:22]([C:24]2[CH:25]=[N:26][C:27]([O:32][CH:33]([CH3:35])[CH3:34])=[C:28]([C:30]#[N:31])[CH:29]=2)[O:21][N:20]=1.[OH-].[Na+].CO.Cl. The catalyst class is: 252. Product: [Cl:1][C:2]1[CH:10]=[C:9]2[C:5]([CH:6]=[N:7][N:8]2[CH2:11][CH2:12][CH2:13][C:14]([OH:16])=[O:15])=[CH:4][C:3]=1[C:19]1[N:23]=[C:22]([C:24]2[CH:25]=[N:26][C:27]([O:32][CH:33]([CH3:35])[CH3:34])=[C:28]([C:30]#[N:31])[CH:29]=2)[O:21][N:20]=1. (10) Reactant: F[C:2](F)(F)[C:3](O)=[O:4].[NH:8]1[CH2:13][CH2:12][CH:11]([CH2:14][CH2:15][NH:16][C:17]([N:19]2[CH2:23][CH:22]([CH2:24][C:25]([CH3:28])([CH3:27])[CH3:26])[C:21]3([C:36]4[C:31](=[CH:32][C:33]([Cl:37])=[CH:34][CH:35]=4)[NH:30][C:29]3=[O:38])[CH:20]2[C:39]2[CH:44]=[CH:43][CH:42]=[C:41]([Cl:45])[C:40]=2[F:46])=[O:18])[CH2:10][CH2:9]1.C(N(CC)CC)C.C(Cl)(=O)C. Product: [C:3]([N:8]1[CH2:13][CH2:12][CH:11]([CH2:14][CH2:15][NH:16][C:17]([N:19]2[CH2:23][CH:22]([CH2:24][C:25]([CH3:28])([CH3:27])[CH3:26])[C:21]3([C:36]4[C:31](=[CH:32][C:33]([Cl:37])=[CH:34][CH:35]=4)[NH:30][C:29]3=[O:38])[CH:20]2[C:39]2[CH:44]=[CH:43][CH:42]=[C:41]([Cl:45])[C:40]=2[F:46])=[O:18])[CH2:10][CH2:9]1)(=[O:4])[CH3:2]. The catalyst class is: 7.